Task: Regression. Given two drug SMILES strings and cell line genomic features, predict the synergy score measuring deviation from expected non-interaction effect.. Dataset: NCI-60 drug combinations with 297,098 pairs across 59 cell lines (1) Drug 1: C1=CC(=CC=C1CCC2=CNC3=C2C(=O)NC(=N3)N)C(=O)NC(CCC(=O)O)C(=O)O. Drug 2: CC1=CC=C(C=C1)C2=CC(=NN2C3=CC=C(C=C3)S(=O)(=O)N)C(F)(F)F. Cell line: HL-60(TB). Synergy scores: CSS=37.3, Synergy_ZIP=-2.65, Synergy_Bliss=-9.36, Synergy_Loewe=-31.7, Synergy_HSA=-9.47. (2) Drug 1: CC1=C(C(CCC1)(C)C)C=CC(=CC=CC(=CC(=O)O)C)C. Drug 2: CC1=C(C(=O)C2=C(C1=O)N3CC4C(C3(C2COC(=O)N)OC)N4)N. Cell line: PC-3. Synergy scores: CSS=11.3, Synergy_ZIP=-5.95, Synergy_Bliss=-5.81, Synergy_Loewe=-12.5, Synergy_HSA=-3.62. (3) Drug 1: CC12CCC3C(C1CCC2=O)CC(=C)C4=CC(=O)C=CC34C. Drug 2: CC(C1=C(C=CC(=C1Cl)F)Cl)OC2=C(N=CC(=C2)C3=CN(N=C3)C4CCNCC4)N. Cell line: HT29. Synergy scores: CSS=18.7, Synergy_ZIP=-1.46, Synergy_Bliss=1.17, Synergy_Loewe=-1.18, Synergy_HSA=0.993. (4) Drug 1: CC1=C(C(CCC1)(C)C)C=CC(=CC=CC(=CC(=O)O)C)C. Drug 2: CCN(CC)CCNC(=O)C1=C(NC(=C1C)C=C2C3=C(C=CC(=C3)F)NC2=O)C. Cell line: UO-31. Synergy scores: CSS=6.32, Synergy_ZIP=-2.61, Synergy_Bliss=0.755, Synergy_Loewe=1.08, Synergy_HSA=1.87.